Dataset: Reaction yield outcomes from USPTO patents with 853,638 reactions. Task: Predict the reaction yield, written as a fraction of the theoretical maximum amount of product (1.0 means a 100% yield; for example, 0.34 means a 34% yield). (1) The reactants are C([O:8][C:9]1[C:13]([CH2:14][C:15]([O:17][CH3:18])=[O:16])=[CH:12][N:11]([CH2:19][CH3:20])[N:10]=1)C1C=CC=CC=1. The catalyst is [C].[Pd].C(O)C. The product is [CH2:19]([N:11]1[CH:12]=[C:13]([CH2:14][C:15]([O:17][CH3:18])=[O:16])[C:9]([OH:8])=[N:10]1)[CH3:20]. The yield is 0.970. (2) The reactants are [CH3:1][C:2]1[C:3]([C:19]([O:21][CH2:22][CH3:23])=[O:20])=[C:4]2[CH:9]=[CH:8][CH:7]=[N:6][N:5]2[C:10]=1[C:11]([N:13]1[CH2:18][CH2:17][NH:16][CH2:15][CH2:14]1)=[O:12].C(N(CC)CC)C.[CH3:31][S:32](Cl)(=[O:34])=[O:33]. The catalyst is ClCCl. The product is [CH3:1][C:2]1[C:3]([C:19]([O:21][CH2:22][CH3:23])=[O:20])=[C:4]2[CH:9]=[CH:8][CH:7]=[N:6][N:5]2[C:10]=1[C:11]([N:13]1[CH2:14][CH2:15][N:16]([S:32]([CH3:31])(=[O:34])=[O:33])[CH2:17][CH2:18]1)=[O:12]. The yield is 1.00. (3) The reactants are [C:1]([NH:5][S:6]([C:9]1[C:10]([C:15]2[CH:20]=[CH:19][C:18]([NH:21][CH2:22][C:23]3[C:28]([CH2:29][OH:30])=[CH:27][N:26]=[C:25]([CH3:31])[C:24]=3[OH:32])=[C:17]([F:33])[CH:16]=2)=[CH:11][CH:12]=[CH:13][CH:14]=1)(=[O:8])=[O:7])([CH3:4])([CH3:3])[CH3:2].Br[CH2:35][C:36]1[CH:41]=[CH:40][C:39]([C:42]#[N:43])=[CH:38][CH:37]=1. No catalyst specified. The product is [C:1]([NH:5][S:6]([C:9]1[C:10]([C:15]2[CH:20]=[CH:19][C:18]([NH:21][CH2:22][C:23]3[C:28]([CH2:29][OH:30])=[CH:27][N:26]=[C:25]([CH3:31])[C:24]=3[O:32][CH2:35][C:36]3[CH:41]=[CH:40][C:39]([C:42]#[N:43])=[CH:38][CH:37]=3)=[C:17]([F:33])[CH:16]=2)=[CH:11][CH:12]=[CH:13][CH:14]=1)(=[O:7])=[O:8])([CH3:4])([CH3:2])[CH3:3]. The yield is 0.550. (4) The reactants are [F:1][C:2]1[CH:3]=[C:4]2[C:8](=[C:9]([F:11])[CH:10]=1)[NH:7][CH:6]=[C:5]2[CH2:12][CH2:13][CH2:14][NH:15][CH:16]1[CH2:25][C:24]2[C:23]([C:26]([O:28][CH3:29])=[O:27])=[CH:22][CH:21]=[CH:20][C:19]=2[O:18][CH2:17]1.[C:30]1(=O)[CH2:33][CH2:32][CH2:31]1.C(O)(=O)C.C([BH3-])#N.[Na+]. The catalyst is CO. The product is [CH:30]1([N:15]([CH2:14][CH2:13][CH2:12][C:5]2[C:4]3[C:8](=[C:9]([F:11])[CH:10]=[C:2]([F:1])[CH:3]=3)[NH:7][CH:6]=2)[CH:16]2[CH2:25][C:24]3[C:23]([C:26]([O:28][CH3:29])=[O:27])=[CH:22][CH:21]=[CH:20][C:19]=3[O:18][CH2:17]2)[CH2:33][CH2:32][CH2:31]1. The yield is 0.930. (5) The reactants are CC(C1C=C(C(C)C)C(C2C=CC=CC=2P(C2CCCCC2)C2CCCCC2)=C([CH:32]([CH3:34])C)C=1)C.[C:35](=[O:38])([O-])[O-:36].[Cs+].[Cs+].Cl.C(OC(=O)C[CH2:47][NH2:48])C.Br[C:51]1[CH:56]=[CH:55][C:54]([O:57][C:58]([F:61])([F:60])[F:59])=[CH:53][CH:52]=1. The catalyst is C([O-])(=O)C.[Pd+2].C([O-])(=O)C. The product is [F:59][C:58]([F:61])([F:60])[O:57][C:54]1[CH:55]=[CH:56][C:51]([NH:48][CH2:47][C:35]([O:36][CH2:32][CH3:34])=[O:38])=[CH:52][CH:53]=1. The yield is 0.650. (6) The reactants are [H-].[Na+].[NH2:3][C:4]1[CH:9]=[CH:8][CH:7]=[CH:6][C:5]=1[S:10]([CH:13]([CH3:15])[CH3:14])(=[O:12])=[O:11].[Cl:16][C:17]1[N:22]=[C:21](Cl)[C:20]([CH3:24])=[CH:19][N:18]=1. The catalyst is CN(C=O)C. The product is [Cl:16][C:17]1[N:22]=[C:21]([NH:3][C:4]2[CH:9]=[CH:8][CH:7]=[CH:6][C:5]=2[S:10]([CH:13]([CH3:15])[CH3:14])(=[O:12])=[O:11])[C:20]([CH3:24])=[CH:19][N:18]=1. The yield is 0.240.